From a dataset of Reaction yield outcomes from USPTO patents with 853,638 reactions. Predict the reaction yield, written as a fraction of the theoretical maximum amount of product (1.0 means a 100% yield; for example, 0.34 means a 34% yield). (1) The reactants are Br[C:2]1[CH:3]=[C:4]2[C:10]([C:11]3[CH:16]=[CH:15][CH:14]=[CH:13][C:12]=3[O:17][CH3:18])=[CH:9][N:8]([S:19]([C:22]3[CH:27]=[CH:26][C:25]([CH3:28])=[CH:24][CH:23]=3)(=[O:21])=[O:20])[C:5]2=[N:6][CH:7]=1.[B:29]1([B:29]2[O:33][C:32]([CH3:35])([CH3:34])[C:31]([CH3:37])([CH3:36])[O:30]2)[O:33][C:32]([CH3:35])([CH3:34])[C:31]([CH3:37])([CH3:36])[O:30]1.C([O-])(=O)C.[Na+].CN(C=O)C. The catalyst is CCOC(C)=O. The product is [CH3:18][O:17][C:12]1[CH:13]=[CH:14][CH:15]=[CH:16][C:11]=1[C:10]1[C:4]2[C:5](=[N:6][CH:7]=[C:2]([B:29]3[O:33][C:32]([CH3:35])([CH3:34])[C:31]([CH3:37])([CH3:36])[O:30]3)[CH:3]=2)[N:8]([S:19]([C:22]2[CH:27]=[CH:26][C:25]([CH3:28])=[CH:24][CH:23]=2)(=[O:21])=[O:20])[CH:9]=1. The yield is 0.810. (2) The product is [CH3:6][C:7]1[CH:12]=[CH:11][C:10]([S:13]([O:28][CH2:27][CH2:26][CH2:25][S:24][C:23]2[CH:22]=[CH:21][C:20](/[C:29](/[C:36]3[NH:41][C:40](=[O:42])[C:39]([CH3:43])=[CH:38][CH:37]=3)=[CH:30]\[CH:31]3[CH2:35][CH2:34][CH2:33][CH2:32]3)=[CH:19][C:18]=2[Cl:17])(=[O:15])=[O:14])=[CH:9][CH:8]=1. The catalyst is C(Cl)(Cl)Cl.O.C(N(CC)CC)C. The yield is 0.180. The reactants are Cl.CN(C)C.[CH3:6][C:7]1[CH:12]=[CH:11][C:10]([S:13](Cl)(=[O:15])=[O:14])=[CH:9][CH:8]=1.[Cl:17][C:18]1[CH:19]=[C:20](/[C:29](/[C:36]2[NH:41][C:40](=[O:42])[C:39]([CH3:43])=[CH:38][CH:37]=2)=[CH:30]\[CH:31]2[CH2:35][CH2:34][CH2:33][CH2:32]2)[CH:21]=[CH:22][C:23]=1[S:24][CH2:25][CH2:26][CH2:27][OH:28].CN(C)CCN. (3) The reactants are P(=O)([O-])[O-].[C:5]1([C:23]2[C:32]3[C:27](=[CH:28][CH:29]=[CH:30][CH:31]=3)[CH:26]=[CH:25][CH:24]=2)[C:14]2[C:9](=[CH:10][CH:11]=[CH:12][CH:13]=2)[CH:8]=[CH:7][C:6]=1[P:15](=O)(OCC)OCC.[OH-].[Na+]. The catalyst is O. The product is [C:5]1([C:23]2[C:32]3[C:27](=[CH:28][CH:29]=[CH:30][CH:31]=3)[CH:26]=[CH:25][CH:24]=2)[C:14]2[C:9](=[CH:10][CH:11]=[CH:12][CH:13]=2)[CH:8]=[CH:7][C:6]=1[PH2:15]. The yield is 0.980. (4) The reactants are [F:1][C:2]1[CH:9]=[C:8]([F:10])[CH:7]=[CH:6][C:3]=1[CH:4]=O.Cl.[O:12]([NH2:14])[CH3:13]. No catalyst specified. The product is [CH3:13][O:12][N:14]=[CH:4][C:3]1[CH:6]=[CH:7][C:8]([F:10])=[CH:9][C:2]=1[F:1]. The yield is 0.800. (5) The reactants are Br[C:2]1[S:6][C:5]([C:7]2[CH:8]=[CH:9][C:10]([F:15])=[C:11]([CH:14]=2)[C:12]#[N:13])=[N:4][CH:3]=1.[C:16]([Si:20]([CH3:41])([CH3:40])[O:21][C@@H:22]1[C:30]2[C:25](=[C:26](B3OC(C)(C)C(C)(C)O3)[CH:27]=[CH:28][CH:29]=2)[CH2:24][CH2:23]1)([CH3:19])([CH3:18])[CH3:17].C(=O)([O-])[O-].[K+].[K+].N#N. The catalyst is C1C=CC([P]([Pd]([P](C2C=CC=CC=2)(C2C=CC=CC=2)C2C=CC=CC=2)([P](C2C=CC=CC=2)(C2C=CC=CC=2)C2C=CC=CC=2)[P](C2C=CC=CC=2)(C2C=CC=CC=2)C2C=CC=CC=2)(C2C=CC=CC=2)C2C=CC=CC=2)=CC=1.COCCOC.O. The product is [Si:20]([O:21][C@@H:22]1[C:30]2[C:25](=[C:26]([C:2]3[S:6][C:5]([C:7]4[CH:8]=[CH:9][C:10]([F:15])=[C:11]([CH:14]=4)[C:12]#[N:13])=[N:4][CH:3]=3)[CH:27]=[CH:28][CH:29]=2)[CH2:24][CH2:23]1)([C:16]([CH3:19])([CH3:18])[CH3:17])([CH3:41])[CH3:40]. The yield is 0.600. (6) The reactants are [Cl:1][C:2]1[C:16](F)=[N:15][CH:14]=[CH:13][C:3]=1[C:4]([N:6]([CH2:8][CH2:9][N:10]([CH3:12])[CH3:11])[CH3:7])=[O:5].CC(C)([O-])C.[K+].CN(C)C(=O)C.[CH3:30][N:31]1[CH:35]=[CH:34][C:33]([NH:36][C:37]2[C:46]3[C:41](=[CH:42][CH:43]=[C:44]([OH:47])[CH:45]=3)[N:40]=[CH:39][N:38]=2)=[N:32]1. The catalyst is O. The product is [Cl:1][C:2]1[C:16]([O:47][C:44]2[CH:45]=[C:46]3[C:41](=[CH:42][CH:43]=2)[N:40]=[CH:39][N:38]=[C:37]3[NH:36][C:33]2[CH:34]=[CH:35][N:31]([CH3:30])[N:32]=2)=[N:15][CH:14]=[CH:13][C:3]=1[C:4]([N:6]([CH2:8][CH2:9][N:10]([CH3:12])[CH3:11])[CH3:7])=[O:5]. The yield is 0.840.